Predict the reactants needed to synthesize the given product. From a dataset of Full USPTO retrosynthesis dataset with 1.9M reactions from patents (1976-2016). Given the product [F:21][C:15]1[C:16]([F:20])=[CH:17][CH:18]=[CH:19][C:14]=1[C@H:12]1[CH2:11][NH:10][C:9](=[N:24][CH2:25][CH:26]([OH:32])[C:27]([O:30][CH3:31])([CH3:29])[CH3:28])[C@@H:8]([NH:7][C:6](=[O:23])[O:5][C:1]([CH3:4])([CH3:3])[CH3:2])[CH2:13]1, predict the reactants needed to synthesize it. The reactants are: [C:1]([O:5][C:6](=[O:23])[NH:7][C@H:8]1[CH2:13][C@@H:12]([C:14]2[CH:19]=[CH:18][CH:17]=[C:16]([F:20])[C:15]=2[F:21])[CH2:11][NH:10][C:9]1=S)([CH3:4])([CH3:3])[CH3:2].[NH2:24][CH2:25][CH:26]([OH:32])[C:27]([O:30][CH3:31])([CH3:29])[CH3:28].